The task is: Predict the reaction yield, written as a fraction of the theoretical maximum amount of product (1.0 means a 100% yield; for example, 0.34 means a 34% yield).. This data is from Reaction yield outcomes from USPTO patents with 853,638 reactions. (1) The reactants are C(N(CC)CC)C.C(Cl)Cl.[CH:11]1([CH2:14][N:15]2[C:23]([N:24]3[CH2:29][CH2:28][NH:27][C@H:26]([CH3:30])[CH2:25]3)=[N:22][C:21]3[C:16]2=[N:17][C:18]([C:37]2[CH:38]=[N:39][C:40]([NH2:43])=[N:41][CH:42]=2)=[N:19][C:20]=3[N:31]2[CH2:36][CH2:35][O:34][CH2:33][CH2:32]2)[CH2:13][CH2:12]1.[C:44](OC(=O)C)(=[O:46])[CH3:45]. The catalyst is C(Cl)Cl.CO. The product is [C:44]([N:27]1[CH2:28][CH2:29][N:24]([C:23]2[N:15]([CH2:14][CH:11]3[CH2:13][CH2:12]3)[C:16]3[C:21]([N:22]=2)=[C:20]([N:31]2[CH2:36][CH2:35][O:34][CH2:33][CH2:32]2)[N:19]=[C:18]([C:37]2[CH:42]=[N:41][C:40]([NH2:43])=[N:39][CH:38]=2)[N:17]=3)[CH2:25][C@H:26]1[CH3:30])(=[O:46])[CH3:45]. The yield is 1.00. (2) The reactants are C1O[C:4]2([CH:9]3[CH2:10][CH2:11][CH:5]2[CH2:6][CH:7]([N:12]2[CH2:17][CH2:16][N:15]([CH2:18][C:19]4[CH:24]=[CH:23][CH:22]=[CH:21][CH:20]=4)[CH2:14][CH2:13]2)[CH2:8]3)OC1.Cl.[Li][CH2:28]CCC.O. The catalyst is CC(C)=O.[Br-].C[P+](C1C=CC=CC=1)(C1C=CC=CC=1)C1C=CC=CC=1.C1COCC1. The product is [CH2:18]([N:15]1[CH2:16][CH2:17][N:12]([CH:7]2[CH2:8][CH:9]3[C:4](=[CH2:28])[CH:5]([CH2:11][CH2:10]3)[CH2:6]2)[CH2:13][CH2:14]1)[C:19]1[CH:24]=[CH:23][CH:22]=[CH:21][CH:20]=1. The yield is 0.580.